From a dataset of Full USPTO retrosynthesis dataset with 1.9M reactions from patents (1976-2016). Predict the reactants needed to synthesize the given product. (1) Given the product [CH3:10][C:8]([S@@:11]([NH:13][C@H:14]([C:15]1[CH:16]=[CH:17][C:18]([C:21]2[CH:26]=[CH:25][C:24]([C:27]([F:30])([F:28])[F:29])=[CH:23][N:22]=2)=[CH:19][CH:20]=1)[CH2:1][CH:2]([CH3:4])[CH3:3])=[O:12])([CH3:7])[CH3:9], predict the reactants needed to synthesize it. The reactants are: [CH2:1]([Mg]Br)[CH:2]([CH3:4])[CH3:3].[CH3:7][C:8]([S@@:11](/[N:13]=[CH:14]/[C:15]1[CH:20]=[CH:19][C:18]([C:21]2[CH:26]=[CH:25][C:24]([C:27]([F:30])([F:29])[F:28])=[CH:23][N:22]=2)=[CH:17][CH:16]=1)=[O:12])([CH3:10])[CH3:9]. (2) Given the product [N:1]12[CH2:6][CH2:5][CH:4]([CH2:7][CH2:8]1)[CH:3]([O:9][C:10]1[CH:27]=[CH:26][C:13]3[N:14]4[CH2:20][N:18]([CH2:19][C:12]=3[CH:11]=1)[C:17]1[CH:21]=[CH:22][CH:23]=[CH:24][C:16]=1[CH2:15]4)[CH2:2]2, predict the reactants needed to synthesize it. The reactants are: [N:1]12[CH2:8][CH2:7][CH:4]([CH2:5][CH2:6]1)[CH:3]([O:9][C:10]1[CH:27]=[CH:26][C:13]3[N:14]4[CH2:20][N:18]([CH2:19][C:12]=3[CH:11]=1)[C:17]1[CH:21]=[CH:22][C:23](I)=[CH:24][C:16]=1[CH2:15]4)[CH2:2]2. (3) Given the product [C:1]([O:9][C@H:10]1[C@@H:15]([O:16][C:17](=[O:24])[C:18]2[CH:23]=[CH:22][CH:21]=[CH:20][CH:19]=2)[C@H:14]([O:25][C:26](=[O:33])[C:27]2[CH:28]=[CH:29][CH:30]=[CH:31][CH:32]=2)[C@@H:13]([CH2:34][O:35][C:36](=[O:43])[C:37]2[CH:42]=[CH:41][CH:40]=[CH:39][CH:38]=2)[O:12][C@@H:11]1[O:44][C@H:45]1[C@H:50]([O:51][C:52](=[O:59])[C:53]2[CH:58]=[CH:57][CH:56]=[CH:55][CH:54]=2)[C@@H:49]([CH2:60][O:61][C:62](=[O:69])[C:63]2[CH:68]=[CH:67][CH:66]=[CH:65][CH:64]=2)[O:48][C@H:47]([O:70][C@H:71]2[C@H:83]([O:84][C:85](=[O:92])[C:86]3[CH:87]=[CH:88][CH:89]=[CH:90][CH:91]=3)[C@@H:82]([CH2:93][O:94][C:95](=[O:102])[C:96]3[CH:101]=[CH:100][CH:99]=[CH:98][CH:97]=3)[O:81][C@H:73]([O:74][CH2:75][CH2:76][CH2:77][N:78]3[CH:123]=[C:122]([CH2:121][O:124][C@H:125]4[CH2:150][CH2:149][C@@:148]5([CH3:151])[CH:127]([CH2:128][CH2:129][C@@H:130]6[C@@H:147]5[CH2:146][CH2:145][C@@:144]5([CH3:152])[C@H:131]6[CH2:132][CH2:133][C@@H:134]5[C@H:135]([CH3:143])[CH2:136][CH2:137][CH2:138][CH:139]([CH3:140])[CH3:142])[CH2:126]4)[N:80]=[N:79]3)[C@H:72]2[O:103][C:104](=[O:111])[C:105]2[CH:110]=[CH:109][CH:108]=[CH:107][CH:106]=2)[C@H:46]1[O:112][C:113](=[O:120])[C:114]1[CH:119]=[CH:118][CH:117]=[CH:116][CH:115]=1)(=[O:8])[C:2]1[CH:7]=[CH:6][CH:5]=[CH:4][CH:3]=1, predict the reactants needed to synthesize it. The reactants are: [C:1]([O:9][C@H:10]1[C@@H:15]([O:16][C:17](=[O:24])[C:18]2[CH:23]=[CH:22][CH:21]=[CH:20][CH:19]=2)[C@H:14]([O:25][C:26](=[O:33])[C:27]2[CH:32]=[CH:31][CH:30]=[CH:29][CH:28]=2)[C@@H:13]([CH2:34][O:35][C:36](=[O:43])[C:37]2[CH:42]=[CH:41][CH:40]=[CH:39][CH:38]=2)[O:12][C@@H:11]1[O:44][C@H:45]1[C@H:50]([O:51][C:52](=[O:59])[C:53]2[CH:58]=[CH:57][CH:56]=[CH:55][CH:54]=2)[C@@H:49]([CH2:60][O:61][C:62](=[O:69])[C:63]2[CH:68]=[CH:67][CH:66]=[CH:65][CH:64]=2)[O:48][C@H:47]([O:70][C@H:71]2[C@H:83]([O:84][C:85](=[O:92])[C:86]3[CH:91]=[CH:90][CH:89]=[CH:88][CH:87]=3)[C@@H:82]([CH2:93][O:94][C:95](=[O:102])[C:96]3[CH:101]=[CH:100][CH:99]=[CH:98][CH:97]=3)[O:81][C@H:73]([O:74][CH2:75][CH2:76][CH2:77][N:78]=[N+:79]=[N-:80])[C@H:72]2[O:103][C:104](=[O:111])[C:105]2[CH:110]=[CH:109][CH:108]=[CH:107][CH:106]=2)[C@H:46]1[O:112][C:113](=[O:120])[C:114]1[CH:119]=[CH:118][CH:117]=[CH:116][CH:115]=1)(=[O:8])[C:2]1[CH:7]=[CH:6][CH:5]=[CH:4][CH:3]=1.[CH2:121]([O:124][C@H:125]1[CH2:150][CH2:149][C@@:148]2([CH3:151])[CH:127]([CH2:128][CH2:129][C@@H:130]3[C@@H:147]2[CH2:146][CH2:145][C@@:144]2([CH3:152])[C@H:131]3[CH2:132][CH2:133][C@@H:134]2[C@H:135]([CH3:143])[CH2:136][CH2:137][CH2:138][CH:139]([CH3:142])[CH2:140]O)[CH2:126]1)[C:122]#[CH:123].O=C1O[C@H]([C@H](CO)O)C([O-])=C1O.[Na+]. (4) Given the product [CH:11]([C:7]1[CH:8]=[CH:9][C:4]([C:2](=[O:3])[CH3:1])=[CH:5][CH:6]=1)=[CH2:12], predict the reactants needed to synthesize it. The reactants are: [CH3:1][C:2]([C:4]1[CH:9]=[CH:8][C:7](I)=[CH:6][CH:5]=1)=[O:3].[CH:11]([Sn](CCCC)(CCCC)CCCC)=[CH2:12].CCOC(C)=O. (5) Given the product [O:24]1[CH2:25][CH2:26][N:21]([C:17]2[CH:16]=[C:15]([CH:10]3[CH2:9][C:8]4([CH2:30][CH2:29][CH2:28][CH2:27]4)[C:7]4[C:12](=[CH:13][CH:14]=[C:5]([C:3]([OH:4])=[O:2])[CH:6]=4)[NH:11]3)[CH:20]=[CH:19][CH:18]=2)[CH2:22][CH2:23]1, predict the reactants needed to synthesize it. The reactants are: C[O:2][C:3]([C:5]1[CH:6]=[C:7]2[C:12](=[CH:13][CH:14]=1)[NH:11][CH:10]([C:15]1[CH:20]=[CH:19][CH:18]=[C:17]([N:21]3[CH2:26][CH2:25][O:24][CH2:23][CH2:22]3)[CH:16]=1)[CH2:9][C:8]12[CH2:30][CH2:29][CH2:28][CH2:27]1)=[O:4].[OH-].[Na+]. (6) Given the product [NH2:1][C:2]1[C:7]([N+:8]([O-:10])=[O:9])=[CH:6][CH:5]=[CH:4][C:3]=1[O:11][C:15](=[O:16])[C:14]1[CH:18]=[CH:19][C:20]([Cl:22])=[CH:21][C:13]=1[Cl:12], predict the reactants needed to synthesize it. The reactants are: [NH2:1][C:2]1[C:7]([N+:8]([O-:10])=[O:9])=[CH:6][CH:5]=[CH:4][C:3]=1[OH:11].[Cl:12][C:13]1[CH:21]=[C:20]([Cl:22])[CH:19]=[CH:18][C:14]=1[C:15](Cl)=[O:16]. (7) Given the product [CH2:23]([O:22][C:20]([CH:17]1[CH2:18][CH2:19][N:14]([C:2]2[CH:11]=[CH:10][C:9]3[C:4](=[CH:5][CH:6]=[C:7]([Cl:13])[C:8]=3[NH2:12])[N:3]=2)[CH2:15][CH2:16]1)=[O:21])[CH3:24], predict the reactants needed to synthesize it. The reactants are: Cl[C:2]1[CH:11]=[CH:10][C:9]2[C:8]([NH2:12])=[C:7]([Cl:13])[CH:6]=[CH:5][C:4]=2[N:3]=1.[NH:14]1[CH2:19][CH2:18][CH:17]([C:20]([O:22][CH2:23][CH3:24])=[O:21])[CH2:16][CH2:15]1. (8) Given the product [C:2]1([CH2:1][O:8][C:9]2[CH:15]=[CH:14][CH:13]=[CH:12][C:10]=2[NH:11][C:23](=[O:24])[O:22][C:16]2[CH:21]=[CH:20][CH:19]=[CH:18][CH:17]=2)[CH:3]=[CH:4][CH:5]=[CH:6][CH:7]=1, predict the reactants needed to synthesize it. The reactants are: [CH2:1]([O:8][C:9]1[CH:15]=[CH:14][CH:13]=[CH:12][C:10]=1[NH2:11])[C:2]1[CH:7]=[CH:6][CH:5]=[CH:4][CH:3]=1.[C:16]1([O:22][C:23](Cl)=[O:24])[CH:21]=[CH:20][CH:19]=[CH:18][CH:17]=1.